Dataset: Forward reaction prediction with 1.9M reactions from USPTO patents (1976-2016). Task: Predict the product of the given reaction. (1) Given the reactants C(O[C:6]([N:8]1[CH2:12][C:11](=[N:13][O:14][CH3:15])[CH2:10][C@H:9]1[C:16]([OH:18])=O)=[O:7])(C)(C)C.[C:19]1([C:28]2[CH:33]=[CH:32][CH:31]=[CH:30][CH:29]=2)[CH:24]=[CH:23][C:22](C(Cl)=O)=[CH:21][CH:20]=1.[NH2:34][CH2:35][CH:36]([C:38]1[CH:39]=[C:40]([OH:45])[C:41]([OH:44])=[CH:42][CH:43]=1)[OH:37], predict the reaction product. The product is: [C:28]1([C:19]2[CH:20]=[CH:21][CH:22]=[CH:23][CH:24]=2)[CH:29]=[CH:30][C:31]([C:6]([N:8]2[CH2:12][C:11](=[N:13][O:14][CH3:15])[CH2:10][C@H:9]2[C:16]([NH:34][CH2:35][CH:36]([C:38]2[CH:43]=[CH:42][C:41]([OH:44])=[C:40]([OH:45])[CH:39]=2)[OH:37])=[O:18])=[O:7])=[CH:32][CH:33]=1. (2) Given the reactants Br[C:2]1[N:10]2[C:5]([CH:6]=[N:7][C:8]([NH:11][C:12]3[CH:17]=[CH:16][C:15]([N:18]4[CH2:23][CH2:22][N:21]([CH3:24])[CH2:20][CH2:19]4)=[CH:14][CH:13]=3)=[N:9]2)=[CH:4][CH:3]=1.CC(C)([O-])C.[Na+].C(O)CO.CN(C)C=O.[CH3:40][O:41][C:42]1[CH:47]=[CH:46][CH:45]=[CH:44][C:43]=1[SH:48], predict the reaction product. The product is: [CH3:40][O:41][C:42]1[CH:47]=[CH:46][CH:45]=[CH:44][C:43]=1[S:48][C:2]1[N:10]2[C:5]([CH:6]=[N:7][C:8]([NH:11][C:12]3[CH:17]=[CH:16][C:15]([N:18]4[CH2:23][CH2:22][N:21]([CH3:24])[CH2:20][CH2:19]4)=[CH:14][CH:13]=3)=[N:9]2)=[CH:4][CH:3]=1.